From a dataset of Reaction yield outcomes from USPTO patents with 853,638 reactions. Predict the reaction yield, written as a fraction of the theoretical maximum amount of product (1.0 means a 100% yield; for example, 0.34 means a 34% yield). (1) No catalyst specified. The product is [Br:1][C:2]1[CH:8]=[C:7]([C:9]([F:18])([C:10]([F:13])([F:12])[F:11])[C:14]([F:15])([F:16])[F:17])[CH:6]=[C:5]([Cl:19])[C:3]=1[NH:4][C:25](=[O:27])[CH3:26]. The yield is 0.900. The reactants are [Br:1][C:2]1[CH:8]=[C:7]([C:9]([F:18])([C:14]([F:17])([F:16])[F:15])[C:10]([F:13])([F:12])[F:11])[CH:6]=[C:5]([Cl:19])[C:3]=1[NH2:4].S(=O)(=O)(O)O.[C:25](OC(=O)C)(=[O:27])[CH3:26]. (2) The reactants are [C:1]([C:3]1[C:8](=[O:9])[NH:7][C:6]([C:10]([O:12][CH2:13][CH3:14])=[O:11])=[CH:5][C:4]=1[CH3:15])#[N:2].F[B-](F)(F)F.[CH3:21][O+](C)C.[OH-].[Na+]. The catalyst is C(Cl)Cl. The product is [C:1]([C:3]1[C:4]([CH3:15])=[CH:5][C:6]([C:10]([O:12][CH2:13][CH3:14])=[O:11])=[N:7][C:8]=1[O:9][CH3:21])#[N:2]. The yield is 0.529. (3) The reactants are Br.[Br:2][CH2:3][CH2:4][CH2:5][NH2:6].Cl[C:8]([O:10][CH2:11][C:12]1[CH:17]=[CH:16][CH:15]=[CH:14][CH:13]=1)=[O:9].C(OCC)(=O)C. The catalyst is [OH-].[Na+]. The product is [CH2:11]([O:10][C:8]([NH:6][CH2:5][CH2:4][CH2:3][Br:2])=[O:9])[C:12]1[CH:17]=[CH:16][CH:15]=[CH:14][CH:13]=1. The yield is 1.00. (4) The reactants are [F:1][C:2]([F:14])([F:13])[C:3]([C:9]([F:12])([F:11])[F:10])([OH:8])[CH2:4][CH2:5][CH2:6][OH:7].C[Li].[CH2:17]([Li])CCC.[C:22](Cl)(=[O:25])[CH:23]=[CH2:24].C(Cl)(=O)C(C)=C. No catalyst specified. The product is [C:22]([O:7][CH2:6][CH:5]([CH3:17])[CH2:4][C:3]([C:9]([F:10])([F:11])[F:12])([OH:8])[C:2]([F:13])([F:14])[F:1])(=[O:25])[CH:23]=[CH2:24]. The yield is 0.860. (5) The reactants are [CH2:1]([C:5]1[N:6]=[C:7]([O:27][CH3:28])[NH:8][C:9](=[O:26])[C:10]=1[CH2:11][C:12]1[CH:17]=[CH:16][C:15]([C:18]2[C:19]([C:24]#[N:25])=[CH:20][CH:21]=[CH:22][CH:23]=2)=[CH:14][CH:13]=1)[CH2:2][CH2:3][CH3:4].[C:29]1(B(O)O)[CH:34]=[CH:33][CH:32]=[CH:31][CH:30]=1.N1C=CC=CC=1.C(N(CC)CC)C. The catalyst is C(OCC)(=O)C.C([O-])(=O)C.[Cu+2].C([O-])(=O)C.ClCCl. The product is [CH2:1]([C:5]1[N:6]=[C:7]([O:27][CH3:28])[N:8]([C:29]2[CH:34]=[CH:33][CH:32]=[CH:31][CH:30]=2)[C:9](=[O:26])[C:10]=1[CH2:11][C:12]1[CH:17]=[CH:16][C:15]([C:18]2[C:19]([C:24]#[N:25])=[CH:20][CH:21]=[CH:22][CH:23]=2)=[CH:14][CH:13]=1)[CH2:2][CH2:3][CH3:4]. The yield is 0.650.